From a dataset of Full USPTO retrosynthesis dataset with 1.9M reactions from patents (1976-2016). Predict the reactants needed to synthesize the given product. (1) Given the product [NH2:1][CH2:2][C@H:3]1[C@@H:8]([CH3:9])[CH2:7][CH2:6][CH2:5][N:4]1[C:10]([C:12]1[N:13]=[C:14]([CH3:24])[S:15][C:16]=1[C:17]1[CH:18]=[CH:19][C:20]([F:23])=[CH:21][CH:22]=1)=[O:11], predict the reactants needed to synthesize it. The reactants are: [NH2:1][CH2:2][C@@H:3]1[C@H:8]([CH3:9])[CH2:7][CH2:6][CH2:5][N:4]1[C:10]([C:12]1[N:13]=[C:14]([CH3:24])[S:15][C:16]=1[C:17]1[CH:22]=[CH:21][C:20]([F:23])=[CH:19][CH:18]=1)=[O:11].C[C@H]1CCCN[C@H]1CN1C(=O)C2C(=CC=CC=2)C1=O. (2) Given the product [ClH:19].[NH2:7][C@@H:8]1[CH2:13][C@@H:12]([CH3:14])[CH2:11][N:10]([C:15](=[O:17])[CH3:16])[CH2:9]1, predict the reactants needed to synthesize it. The reactants are: C(OC(=O)[NH:7][C@@H:8]1[CH2:13][C@@H:12]([CH3:14])[CH2:11][N:10]([C:15](=[O:17])[CH3:16])[CH2:9]1)(C)(C)C.[ClH:19].O1CCOCC1. (3) Given the product [Br:23][C:21]1[N:22]=[C:17]([Br:16])[C:18]2[N:19]([CH:2]=[CH:3][N:25]=2)[C:20]=1[CH3:24], predict the reactants needed to synthesize it. The reactants are: Br[CH2:2][CH:3](OCC)OCC.Br.C(=O)(O)[O-].[Na+].[Br:16][C:17]1[C:18]([NH2:25])=[N:19][C:20]([CH3:24])=[C:21]([Br:23])[N:22]=1. (4) Given the product [Br:1][C:2]1[CH:3]=[N:4][C:5]([N:14]2[CH2:15][CH2:16][CH:12]([CH3:11])[CH2:13]2)=[C:6]([CH:9]=1)[CH:7]=[O:8], predict the reactants needed to synthesize it. The reactants are: [Br:1][C:2]1[CH:3]=[N:4][C:5](Cl)=[C:6]([CH:9]=1)[CH:7]=[O:8].[CH3:11][CH:12]1[CH2:16][CH2:15][NH:14][CH2:13]1.C(=O)([O-])[O-].[Na+].[Na+].